Dataset: Reaction yield outcomes from USPTO patents with 853,638 reactions. Task: Predict the reaction yield, written as a fraction of the theoretical maximum amount of product (1.0 means a 100% yield; for example, 0.34 means a 34% yield). (1) The reactants are [Br:1][C:2]1[CH:3]=[C:4]2[C:8](=[CH:9][CH:10]=1)[NH:7][C:6](=[O:11])[CH2:5]2.[CH2:12]([O:14][C:15]([C:17]1[C:21]([C:22]2[CH:27]=[CH:26][CH:25]=[CH:24][CH:23]=2)=[C:20]([CH:28]=O)[NH:19][C:18]=1[CH3:30])=[O:16])[CH3:13]. No catalyst specified. The product is [CH2:12]([O:14][C:15]([C:17]1[C:21]([C:22]2[CH:27]=[CH:26][CH:25]=[CH:24][CH:23]=2)=[C:20]([CH:28]=[C:5]2[C:4]3[C:8](=[CH:9][CH:10]=[C:2]([Br:1])[CH:3]=3)[NH:7][C:6]2=[O:11])[NH:19][C:18]=1[CH3:30])=[O:16])[CH3:13]. The yield is 0.600. (2) The reactants are [CH2:1]([NH:3][C:4]([NH:6][C:7]1[CH:12]=[C:11]([C:13]2[S:14][CH:15]=[C:16]([C:18]3[CH:23]=[CH:22][CH:21]=[C:20]([O:24][CH3:25])[N:19]=3)[N:17]=2)[C:10]([C:26]2[S:27][C:28]([C:37]([NH:39][NH2:40])=[O:38])=[C:29]([C:31]3[N:35]([CH3:36])[N:34]=[CH:33][N:32]=3)[N:30]=2)=[CH:9][N:8]=1)=[O:5])[CH3:2].[C:41](N1C=CN=C1)(N1C=CN=C1)=[O:42]. The catalyst is CN(C=O)C. The product is [CH2:1]([NH:3][C:4]([NH:6][C:7]1[CH:12]=[C:11]([C:13]2[S:14][CH:15]=[C:16]([C:18]3[CH:23]=[CH:22][CH:21]=[C:20]([O:24][CH3:25])[N:19]=3)[N:17]=2)[C:10]([C:26]2[S:27][C:28]([C:37]3[O:38][C:41](=[O:42])[NH:40][N:39]=3)=[C:29]([C:31]3[N:35]([CH3:36])[N:34]=[CH:33][N:32]=3)[N:30]=2)=[CH:9][N:8]=1)=[O:5])[CH3:2]. The yield is 0.250.